From a dataset of Cav3 T-type calcium channel HTS with 100,875 compounds. Binary Classification. Given a drug SMILES string, predict its activity (active/inactive) in a high-throughput screening assay against a specified biological target. (1) The compound is S(c1n(nnn1)c1c(OC)ccc(c1)C)CC(=O)NC(=O)NCc1occc1. The result is 0 (inactive). (2) The molecule is O=C1/C(=C\NN2CCN(CC2)Cc2c3c(ccc2)cccc3)C=CC(N(CC)CC)=C1. The result is 0 (inactive). (3) The molecule is ONC=1CC(CC2=NN=C(C12)C)(C)C. The result is 0 (inactive). (4) The molecule is O=C1N(C(Nc2cc(CC)ccc2)c2c1cccc2)c1cccnc1. The result is 0 (inactive). (5) The molecule is O(P(=O)(C(O)c1cc(OC)c(OC)c(OC)c1)c1ccc(N(C)C)cc1)C(C)C. The result is 0 (inactive).